From a dataset of Peptide-MHC class I binding affinity with 185,985 pairs from IEDB/IMGT. Regression. Given a peptide amino acid sequence and an MHC pseudo amino acid sequence, predict their binding affinity value. This is MHC class I binding data. (1) The peptide sequence is AHYEEDVNL. The MHC is HLA-B07:02 with pseudo-sequence HLA-B07:02. The binding affinity (normalized) is 0.0847. (2) The peptide sequence is HQKKNEISF. The MHC is HLA-A24:03 with pseudo-sequence HLA-A24:03. The binding affinity (normalized) is 0.0847. (3) The peptide sequence is VMCIQMKYV. The MHC is HLA-B08:01 with pseudo-sequence HLA-B08:01. The binding affinity (normalized) is 0.0847.